This data is from Catalyst prediction with 721,799 reactions and 888 catalyst types from USPTO. The task is: Predict which catalyst facilitates the given reaction. (1) Reactant: [OH:1][C@H:2]([C:26]1[CH:35]=[CH:34][C:29]2[C:30](=[O:33])[O:31][CH2:32][C:28]=2[C:27]=1[CH3:36])[CH2:3][N:4]1[CH2:9][CH2:8][C:7]([NH:18]C(=O)OC(C)(C)C)([C:10](=[O:17])[NH:11][C:12]2[S:16][N:15]=[CH:14][CH:13]=2)[CH2:6][CH2:5]1.[ClH:37]. Product: [ClH:37].[NH2:18][C:7]1([C:10]([NH:11][C:12]2[S:16][N:15]=[CH:14][CH:13]=2)=[O:17])[CH2:8][CH2:9][N:4]([CH2:3][C@H:2]([OH:1])[C:26]2[CH:35]=[CH:34][C:29]3[C:30](=[O:33])[O:31][CH2:32][C:28]=3[C:27]=2[CH3:36])[CH2:5][CH2:6]1.[ClH:37]. The catalyst class is: 71. (2) Reactant: [CH3:1][O:2][C:3](=[O:20])[C:4]1[CH:9]=[CH:8][C:7]([F:10])=[C:6]([CH2:11][O:12][C:13]2[CH:18]=[CH:17][C:16](I)=[CH:15][CH:14]=2)[CH:5]=1.[F:21][C:22]1[CH:27]=[C:26]([F:28])[CH:25]=[CH:24][C:23]=1B(O)O.C(=O)([O-])[O-].[K+].[K+]. Product: [CH3:1][O:2][C:3](=[O:20])[C:4]1[CH:9]=[CH:8][C:7]([F:10])=[C:6]([CH2:11][O:12][C:13]2[CH:18]=[CH:17][C:16]([C:25]3[CH:24]=[CH:23][C:22]([F:21])=[CH:27][C:26]=3[F:28])=[CH:15][CH:14]=2)[CH:5]=1. The catalyst class is: 710. (3) Reactant: [NH2:1][C:2]1[CH:3]=[CH:4][C:5]2[S:9][C:8]([C:10]([O:12][CH2:13][CH3:14])=[O:11])=[CH:7][C:6]=2[CH:15]=1.[CH3:16][S:17](Cl)(=[O:19])=[O:18]. Product: [CH3:16][S:17]([NH:1][C:2]1[CH:3]=[CH:4][C:5]2[S:9][C:8]([C:10]([O:12][CH2:13][CH3:14])=[O:11])=[CH:7][C:6]=2[CH:15]=1)(=[O:19])=[O:18]. The catalyst class is: 17. (4) Reactant: [NH:1]1[CH2:6][CH2:5][O:4][CH2:3][CH2:2]1.C(O)(=O)C.C(O[BH-](OC(=O)C)OC(=O)C)(=O)C.[Na+].[Br:25][C:26]1[CH:27]=[C:28]([CH:32]=O)[S:29][C:30]=1[Cl:31]. The catalyst class is: 26. Product: [Br:25][C:26]1[CH:27]=[C:28]([CH2:32][N:1]2[CH2:6][CH2:5][O:4][CH2:3][CH2:2]2)[S:29][C:30]=1[Cl:31]. (5) Reactant: C[O:2][C:3]1[CH:8]=[CH:7][C:6]([N:9]2[CH:17]=[C:16]3[C:11]([CH:12]=[CH:13][CH:14]=[CH:15]3)=[N:10]2)=[CH:5][CH:4]=1.B(Br)(Br)Br. Product: [N:10]1[N:9]([C:6]2[CH:7]=[CH:8][C:3]([OH:2])=[CH:4][CH:5]=2)[CH:17]=[C:16]2[C:11]=1[CH:12]=[CH:13][CH:14]=[CH:15]2. The catalyst class is: 2. (6) Reactant: [C:1]([O:5][C:6]([N:8]1[CH2:13][CH:12]=[C:11](B2OC(C)(C)C(C)(C)O2)[C:10]([CH3:24])([CH3:23])[CH2:9]1)=[O:7])([CH3:4])([CH3:3])[CH3:2].Br[C:26]1[CH:27]=[C:28]([N+:33]([O-:35])=[O:34])[C:29]([CH3:32])=[N:30][CH:31]=1.P([O-])([O-])([O-])=O.[K+].[K+].[K+].O. Product: [C:1]([O:5][C:6]([N:8]1[CH2:13][CH:12]=[C:11]([C:26]2[CH:31]=[N:30][C:29]([CH3:32])=[C:28]([N+:33]([O-:35])=[O:34])[CH:27]=2)[C:10]([CH3:23])([CH3:24])[CH2:9]1)=[O:7])([CH3:2])([CH3:3])[CH3:4]. The catalyst class is: 755. (7) Reactant: [C:1]([CH2:3]P(=O)(OCC)OCC)#[N:2].C([Li])CCC.[C:17]([CH:21]1[CH2:26][CH2:25][C:24](=O)[CH2:23][CH2:22]1)([CH3:20])([CH3:19])[CH3:18].C(O)(=O)CC(CC(O)=O)(C(O)=O)O. Product: [C:17]([CH:21]1[CH2:26][CH2:25][C:24](=[CH:3][C:1]#[N:2])[CH2:23][CH2:22]1)([CH3:20])([CH3:19])[CH3:18]. The catalyst class is: 56. (8) Reactant: [CH2:1]([O:3][C:4]([N:6]1[C:14]2[C:9](=[CH:10][CH:11]=[C:12]([Cl:15])[CH:13]=2)/[C:8](=[CH:16]/[C:17]2[CH:22]=[CH:21][CH:20]=[C:19]([Cl:23])[CH:18]=2)/[C:7]1=[O:24])=[O:5])[CH3:2].[CH3:25][C:26]1[CH:27]=[C:28]([CH:32]=[N:33][C:34]([O:36][Si](C)(C)C)=[CH2:35])[CH:29]=[CH:30][CH:31]=1. The catalyst class is: 11. Product: [CH2:1]([O:3][C:4]([N:6]1[C:14]2[C:9](=[CH:10][CH:11]=[C:12]([Cl:15])[CH:13]=2)[C:8]2([CH:16]([C:17]3[CH:22]=[CH:21][CH:20]=[C:19]([Cl:23])[CH:18]=3)[CH2:35][C:34](=[O:36])[NH:33][CH:32]2[C:28]2[CH:29]=[CH:30][CH:31]=[C:26]([CH3:25])[CH:27]=2)[C:7]1=[O:24])=[O:5])[CH3:2]. (9) Reactant: F[P-](F)(F)(F)(F)F.N1(O[P+](N(C)C)(N(C)C)N(C)C)C2C=CC=CC=2N=N1.[CH3:28][C:29]([S:34][C:35]1[CH:40]=[CH:39][CH:38]=[CH:37][CH:36]=1)([CH3:33])[C:30]([OH:32])=O.CN1CCOCC1.[C@@H:48]1([CH2:58][OH:59])[C:57]2[C:52](=[CH:53][CH:54]=[CH:55][CH:56]=2)[CH2:51][CH2:50][NH:49]1.CN(C=O)C.C(O)(C(F)(F)F)=O. Product: [C:35]1([S:34][C:29]2([C:30]([N:49]3[CH2:50][CH2:51][C:52]4[C:57](=[CH:56][CH:55]=[CH:54][CH:53]=4)[C@H:48]3[CH2:58][OH:59])=[O:32])[CH2:28][CH2:33]2)[CH:40]=[CH:39][CH:38]=[CH:37][CH:36]=1. The catalyst class is: 16. (10) Reactant: C([O:4][C:5]1[CH:17]=[CH:16][C:15]2[C:14]3[C:9](=[CH:10][C:11]([O:18]C(=O)C)=[CH:12][CH:13]=3)[CH:8]([CH3:22])[C:7]=2[CH:6]=1)(=O)C.O.[OH-].[Li+].Cl. Product: [OH:4][C:5]1[CH:17]=[CH:16][C:15]2[C:14]3[C:9](=[CH:10][C:11]([OH:18])=[CH:12][CH:13]=3)[CH:8]([CH3:22])[C:7]=2[CH:6]=1. The catalyst class is: 196.